From a dataset of Full USPTO retrosynthesis dataset with 1.9M reactions from patents (1976-2016). Predict the reactants needed to synthesize the given product. (1) Given the product [I:1][C:2]1[CH:6]=[CH:5][N:4]([CH:7]([CH3:11])[CH3:8])[N:3]=1, predict the reactants needed to synthesize it. The reactants are: [I:1][C:2]1[CH:6]=[CH:5][NH:4][N:3]=1.[CH2:7]1[CH2:11]OC[CH2:8]1.C[Si]([N-][Si](C)(C)C)(C)C.[Na+].IC(C)C. (2) Given the product [OH:4][CH:5]1[CH2:10][CH2:9][CH:8]([NH:11][C:12]2[CH:19]=[C:18]([N:20]3[C:28]4[C:23](=[CH:24][CH:25]=[C:26]([O:29][CH3:30])[CH:27]=4)[CH:22]=[CH:21]3)[CH:17]=[CH:16][C:13]=2[C:14]([NH2:15])=[O:3])[CH2:7][CH2:6]1, predict the reactants needed to synthesize it. The reactants are: C([OH:3])C.[OH:4][CH:5]1[CH2:10][CH2:9][CH:8]([NH:11][C:12]2[CH:19]=[C:18]([N:20]3[C:28]4[C:23](=[CH:24][CH:25]=[C:26]([O:29][CH3:30])[CH:27]=4)[CH:22]=[CH:21]3)[CH:17]=[CH:16][C:13]=2[C:14]#[N:15])[CH2:7][CH2:6]1.[OH-].[Na+].OO. (3) Given the product [Cl:18][CH2:19][C:9]1[CH:8]=[CH:7][C:6]([C:2]2[S:1][CH:5]=[CH:4][N:3]=2)=[CH:11][CH:12]=1, predict the reactants needed to synthesize it. The reactants are: [S:1]1[CH:5]=[CH:4][N:3]=[C:2]1[C:6]1[CH:7]=[CH:8][C:9]([CH2:12]O)=N[CH:11]=1.S(Cl)(Cl)=O.[Cl:18][CH2:19]Cl. (4) Given the product [C:10]([C@H:14]1[C:44](=[O:45])[N:43]2[CH2:46][C@@H:40]([CH2:41][C@H:42]2[C:47]([NH:49][C@:50]2([C:55](=[O:64])[NH:56][S:57]([C:60]3([CH3:63])[CH2:62][CH2:61]3)(=[O:59])=[O:58])[CH2:52][C@H:51]2[CH:53]=[CH2:54])=[O:48])[O:39][C:26]2=[N:27][C:28]3[CH:29]=[C:30]([CH:36]([CH3:38])[CH3:37])[CH:31]=[CH:32][C:33]=3[C:34]([O:35][CH2:2][CH2:3][N:4]3[CH2:9][CH2:8][O:7][CH2:6][CH2:5]3)=[C:25]2[CH2:24][CH2:23][CH2:22][CH2:21][CH2:20][C@@H:19]2[CH2:65][C@H:18]2[O:17][C:16](=[O:66])[NH:15]1)([CH3:12])([CH3:13])[CH3:11], predict the reactants needed to synthesize it. The reactants are: Br[CH2:2][CH2:3][N:4]1[CH2:9][CH2:8][O:7][CH2:6][CH2:5]1.[C:10]([C@H:14]1[C:44](=[O:45])[N:43]2[CH2:46][C@@H:40]([CH2:41][C@H:42]2[C:47]([NH:49][C@:50]2([C:55](=[O:64])[NH:56][S:57]([C:60]3([CH3:63])[CH2:62][CH2:61]3)(=[O:59])=[O:58])[CH2:52][C@H:51]2[CH:53]=[CH2:54])=[O:48])[O:39][C:26]2=[N:27][C:28]3[CH:29]=[C:30]([CH:36]([CH3:38])[CH3:37])[CH:31]=[CH:32][C:33]=3[C:34]([OH:35])=[C:25]2[CH2:24][CH2:23][CH2:22][CH2:21][CH2:20][C@@H:19]2[CH2:65][C@H:18]2[O:17][C:16](=[O:66])[NH:15]1)([CH3:13])([CH3:12])[CH3:11]. (5) Given the product [F:1][C:2]1[CH:23]=[CH:22][C:5]([CH2:6][NH:7][C:8]2[CH:13]=[CH:12][C:11]([NH2:14])=[C:10]([N:17]3[CH2:18][CH2:19][CH2:20][CH2:21]3)[N:9]=2)=[CH:4][CH:3]=1, predict the reactants needed to synthesize it. The reactants are: [F:1][C:2]1[CH:23]=[CH:22][C:5]([CH2:6][NH:7][C:8]2[CH:13]=[CH:12][C:11]([N+:14]([O-])=O)=[C:10]([N:17]3[CH2:21][CH2:20][CH2:19][CH2:18]3)[N:9]=2)=[CH:4][CH:3]=1. (6) Given the product [CH3:2][C:3]([CH3:47])([CH2:45][CH3:46])[CH2:4][C:5]1[N:6]=[C:7]([CH2:29][CH:30]([C:32]2[CH:37]=[CH:36][C:35]([C:38]3[CH:43]=[CH:42][C:41]([F:44])=[CH:40][N:39]=3)=[CH:34][CH:33]=2)[OH:31])[NH:8][CH:9]=1, predict the reactants needed to synthesize it. The reactants are: Cl.[CH3:2][C:3]([CH3:47])([CH2:45][CH3:46])[CH2:4][C:5]1[N:6]=[C:7]([CH2:29][CH:30]([C:32]2[CH:37]=[CH:36][C:35]([C:38]3[CH:43]=[CH:42][C:41]([F:44])=[CH:40][N:39]=3)=[CH:34][CH:33]=2)[OH:31])[N:8](C(C2C=CC=CC=2)(C2C=CC=CC=2)C2C=CC=CC=2)[CH:9]=1.